Dataset: Full USPTO retrosynthesis dataset with 1.9M reactions from patents (1976-2016). Task: Predict the reactants needed to synthesize the given product. (1) Given the product [CH3:34][C:2]1[O:1][C:5]([C:6]2[CH:11]=[CH:10][C:9]([C:12]3([C:19]4[CH:20]=[CH:21][C:22]([O:25][CH2:26][C:27]5[CH:32]=[CH:31][CH:30]=[CH:29][N:28]=5)=[CH:23][CH:24]=4)[CH2:17][CH:16]4[CH2:18][CH:13]3[CH2:14][CH2:15]4)=[CH:8][CH:7]=2)=[N:4][CH:3]=1, predict the reactants needed to synthesize it. The reactants are: [O:1]=[C:2]([CH3:34])[CH2:3][NH:4][C:5](=O)[C:6]1[CH:11]=[CH:10][C:9]([C:12]2([C:19]3[CH:24]=[CH:23][C:22]([O:25][CH2:26][C:27]4[CH:32]=[CH:31][CH:30]=[CH:29][N:28]=4)=[CH:21][CH:20]=3)[CH2:17][CH:16]3[CH2:18][CH:13]2[CH2:14][CH2:15]3)=[CH:8][CH:7]=1. (2) Given the product [CH2:23]([C:9]1[C:10]([C:18]([O:20][CH2:21][CH3:22])=[O:19])=[CH:11][C:12]([C:13]([O:15][CH2:16][CH3:17])=[O:14])=[C:7]([CH:26]=[CH2:27])[N:8]=1)[CH2:24][CH3:25], predict the reactants needed to synthesize it. The reactants are: P(Cl)(Cl)(Cl)=O.O[C:7]1[C:12]([C:13]([O:15][CH2:16][CH3:17])=[O:14])=[CH:11][C:10]([C:18]([O:20][CH2:21][CH3:22])=[O:19])=[C:9]([CH2:23][CH2:24][CH3:25])[N:8]=1.[C:26](#N)[CH3:27]. (3) Given the product [C:2]1([C:1]2[C:9]3[CH2:16][C:12]4[S:13][CH:14]=[CH:15][C:11]=4[C:10]=3[NH:20][N:19]=2)[CH:7]=[CH:6][CH:5]=[CH:4][CH:3]=1, predict the reactants needed to synthesize it. The reactants are: [C:1]([CH:9]1[CH2:16][C:12]2[S:13][CH:14]=[CH:15][C:11]=2[C:10]1=O)(=O)[C:2]1[CH:7]=[CH:6][CH:5]=[CH:4][CH:3]=1.O.[NH2:19][NH2:20].C(O)(=O)C. (4) The reactants are: [F:1][C:2]([F:7])([F:6])[C:3]([OH:5])=[O:4].C(OC([N:15]1[CH2:18][CH:17]([C:19]2[CH:24]=[CH:23][C:22]([O:25][CH2:26][C:27]3[CH:32]=[CH:31][CH:30]=[CH:29][CH:28]=3)=[CH:21][C:20]=2[O:33][CH2:34][C:35]2[CH:40]=[CH:39][CH:38]=[CH:37][CH:36]=2)[CH2:16]1)=O)(C)(C)C. Given the product [F:1][C:2]([F:7])([F:6])[C:3]([OH:5])=[O:4].[CH2:34]([O:33][C:20]1[CH:21]=[C:22]([O:25][CH2:26][C:27]2[CH:32]=[CH:31][CH:30]=[CH:29][CH:28]=2)[CH:23]=[CH:24][C:19]=1[CH:17]1[CH2:18][NH:15][CH2:16]1)[C:35]1[CH:40]=[CH:39][CH:38]=[CH:37][CH:36]=1, predict the reactants needed to synthesize it. (5) Given the product [Cl:39][C:45]1[CH:46]=[CH:47][C:42]([C:48]2[O:35][C:11]([CH2:12][CH:13]([C:14]([F:17])([F:15])[F:16])[CH2:18][N:19]3[CH2:24][CH2:23][CH2:22][CH:21]([C:25]4[CH:30]=[CH:29][CH:28]=[C:27]([C:31]([F:32])([F:33])[F:34])[CH:26]=4)[CH2:20]3)=[N:10][CH:9]=2)=[CH:43][CH:44]=1, predict the reactants needed to synthesize it. The reactants are: ClC1C=CC(C(=O)[CH2:9][NH:10][C:11](=[O:35])[CH2:12][CH:13]([CH2:18][N:19]2[CH2:24][CH2:23][CH2:22][CH:21]([C:25]3[CH:30]=[CH:29][CH:28]=[C:27]([C:31]([F:34])([F:33])[F:32])[CH:26]=3)[CH2:20]2)[C:14]([F:17])([F:16])[F:15])=CC=1.O=P(Cl)(Cl)[Cl:39].[C:42]1([CH3:48])[CH:47]=[CH:46][CH:45]=[CH:44][CH:43]=1.C([O-])([O-])=O.[Na+].[Na+]. (6) Given the product [C:1]([O:5][C:6]([N:7]1[C:14](=[O:15])[CH2:13][CH2:12][C@H:8]1[CH:9]([CH3:11])[CH3:10])=[O:23])([CH3:4])([CH3:3])[CH3:2], predict the reactants needed to synthesize it. The reactants are: [C:1]([O:5][C:6](=[O:23])[NH:7][C@@H:8]([CH2:12][CH:13]1C(=O)OC(C)(C)[O:15][C:14]1=O)[CH:9]([CH3:11])[CH3:10])([CH3:4])([CH3:3])[CH3:2].C1(C)C=CC=CC=1. (7) Given the product [CH:1]1([CH:7]([NH:32][C:35](=[O:36])[N:34]([CH3:38])[CH3:33])[CH:8]([C:25]2[CH:30]=[CH:29][CH:28]=[CH:27][C:26]=2[F:31])[CH2:9][CH2:10][N:11]2[CH2:16][CH2:15][N:14]([C:17]3[CH:22]=[CH:21][CH:20]=[CH:19][C:18]=3[O:23][CH3:24])[CH2:13][CH2:12]2)[CH2:6][CH2:5][CH2:4][CH2:3][CH2:2]1, predict the reactants needed to synthesize it. The reactants are: [CH:1]1([C@H:7]([NH2:32])[C@@H:8]([C:25]2[CH:30]=[CH:29][CH:28]=[CH:27][C:26]=2[F:31])[CH2:9][CH2:10][N:11]2[CH2:16][CH2:15][N:14]([C:17]3[CH:22]=[CH:21][CH:20]=[CH:19][C:18]=3[O:23][CH3:24])[CH2:13][CH2:12]2)[CH2:6][CH2:5][CH2:4][CH2:3][CH2:2]1.[CH3:33][N:34]([CH3:38])[C:35](Cl)=[O:36].